From a dataset of Catalyst prediction with 721,799 reactions and 888 catalyst types from USPTO. Predict which catalyst facilitates the given reaction. (1) Reactant: [Cl:1][C:2]1[CH:3]=[C:4]([C:27]([C:29]2[CH:34]=[C:33]([Cl:35])[C:32]([OH:36])=[CH:31][C:30]=2[O:37]C)=[O:28])[N:5]([C:8]2[C:12]([Cl:13])=[C:11]([Cl:14])[NH:10][C:9]=2[C:15]([C:17]2[CH:22]=[C:21]([Cl:23])[C:20]([OH:24])=[CH:19][C:18]=2[O:25]C)=[O:16])[C:6]=1[Cl:7].B(Br)(Br)Br. Product: [Cl:1][C:2]1[CH:3]=[C:4]([C:27]([C:29]2[CH:34]=[C:33]([Cl:35])[C:32]([OH:36])=[CH:31][C:30]=2[OH:37])=[O:28])[N:5]([C:8]2[C:12]([Cl:13])=[C:11]([Cl:14])[NH:10][C:9]=2[C:15]([C:17]2[CH:22]=[C:21]([Cl:23])[C:20]([OH:24])=[CH:19][C:18]=2[OH:25])=[O:16])[C:6]=1[Cl:7]. The catalyst class is: 2. (2) The catalyst class is: 169. Product: [F:2][C:3]1[CH:4]=[CH:5][C:6]2[N:10]=[C:9]([C@@H:11]([NH:14][C:15]3[N:23]=[CH:22][N:21]=[C:20]4[C:16]=3[N:17]=[CH:18][NH:19]4)[CH2:12][CH3:13])[N:8]([C:30]3[CH:31]=[N:32][CH:33]=[C:34]([F:36])[CH:35]=3)[C:7]=2[CH:37]=1. Reactant: Cl.[F:2][C:3]1[CH:4]=[CH:5][C:6]2[N:10]=[C:9]([C@@H:11]([NH:14][C:15]3[N:23]=[CH:22][N:21]=[C:20]4[C:16]=3[N:17]=[CH:18][N:19]4C3CCCCO3)[CH2:12][CH3:13])[N:8]([C:30]3[CH:31]=[N:32][CH:33]=[C:34]([F:36])[CH:35]=3)[C:7]=2[CH:37]=1.